This data is from Catalyst prediction with 721,799 reactions and 888 catalyst types from USPTO. The task is: Predict which catalyst facilitates the given reaction. (1) Reactant: [CH2:1]([O:8][C:9]([N:11]([CH:25]1[CH2:27][CH2:26]1)[C@H:12]1[CH2:17][CH2:16][CH2:15][N:14](C(OC(C)(C)C)=O)[CH2:13]1)=[O:10])[C:2]1[CH:7]=[CH:6][CH:5]=[CH:4][CH:3]=1.C(O)(C(F)(F)F)=O. Product: [CH:25]1([N:11]([C@H:12]2[CH2:17][CH2:16][CH2:15][NH:14][CH2:13]2)[C:9](=[O:10])[O:8][CH2:1][C:2]2[CH:7]=[CH:6][CH:5]=[CH:4][CH:3]=2)[CH2:27][CH2:26]1. The catalyst class is: 2. (2) Reactant: [CH:1]1([NH:4][C:5](=[O:32])[C:6]2[CH:11]=[C:10]([N:12]3[CH:17]=[CH:16][N:15]=[C:14]([NH:18][C:19]4([C:22]5[CH:27]=[CH:26][CH:25]=[CH:24][C:23]=5[OH:28])[CH2:21][CH2:20]4)[C:13]3=[O:29])[C:9]([CH3:30])=[CH:8][C:7]=2[F:31])[CH2:3][CH2:2]1.C(=O)([O-])[O-].[K+].[K+].Br[CH2:40][CH2:41][Cl:42]. Product: [Cl:42][CH2:41][CH2:40][O:28][C:23]1[CH:24]=[CH:25][CH:26]=[CH:27][C:22]=1[C:19]1([NH:18][C:14]2[C:13](=[O:29])[N:12]([C:10]3[C:9]([CH3:30])=[CH:8][C:7]([F:31])=[C:6]([CH:11]=3)[C:5]([NH:4][CH:1]3[CH2:2][CH2:3]3)=[O:32])[CH:17]=[CH:16][N:15]=2)[CH2:21][CH2:20]1. The catalyst class is: 10. (3) Product: [Br:1][C:2]1[CH:7]=[C:6]([N:8]([CH2:18][C:19]2[CH:24]=[CH:23][C:22]([O:25][CH3:26])=[CH:21][CH:20]=2)[CH2:9][C:10]2[CH:15]=[CH:14][C:13]([O:16][CH3:17])=[CH:12][CH:11]=2)[C:5]2[N:27]=[CH:29][N:28]([CH3:30])[C:4]=2[CH:3]=1. The catalyst class is: 23. Reactant: [Br:1][C:2]1[CH:3]=[C:4]([NH:28][CH3:29])[C:5]([NH2:27])=[C:6]([N:8]([CH2:18][C:19]2[CH:24]=[CH:23][C:22]([O:25][CH3:26])=[CH:21][CH:20]=2)[CH2:9][C:10]2[CH:15]=[CH:14][C:13]([O:16][CH3:17])=[CH:12][CH:11]=2)[CH:7]=1.[CH:30](OCC)(OCC)OCC. (4) Reactant: [NH2:1][C:2]1[NH:7][C:6]2[NH:8][CH:9]=[C:10]([CH2:11][CH2:12][C:13]3[CH:30]=[CH:29][C:16]([C:17]([NH:19][C@H:20]([C:26]([OH:28])=[O:27])[CH2:21][CH2:22][C:23]([OH:25])=[O:24])=[O:18])=[CH:15][CH:14]=3)[C:5]=2[C:4](=[O:31])[N:3]=1.[OH-].[Na+:33].C(O)[C@H]([C@H]([C@@H]([C@@H](CO)O)O)O)O. Product: [Na+:33].[Na+:33].[NH2:1][C:2]1[NH:7][C:6]2[NH:8][CH:9]=[C:10]([CH2:11][CH2:12][C:13]3[CH:14]=[CH:15][C:16]([C:17]([NH:19][C@H:20]([C:26]([O-:28])=[O:27])[CH2:21][CH2:22][C:23]([O-:25])=[O:24])=[O:18])=[CH:29][CH:30]=3)[C:5]=2[C:4](=[O:31])[N:3]=1. The catalyst class is: 6. (5) Reactant: [CH3:1][C:2]([O:7][C:8]1[CH:13]=[CH:12][C:11]([C:14]2[CH:19]=[CH:18][CH:17]=[CH:16][N:15]=2)=[CH:10][CH:9]=1)([CH3:6])[C:3]([OH:5])=O.CN([P+](ON1N=NC2C=CC=CC1=2)(N(C)C)N(C)C)C.F[P-](F)(F)(F)(F)F.Cl.[NH:48]1[CH2:52][CH2:51][C:50]2([C:56]3[CH:57]=[CH:58][CH:59]=[CH:60][C:55]=3[C:54](=[O:61])[O:53]2)[CH2:49]1.C(N(CC)C(C)C)(C)C.C(=O)(O)[O-].[Na+]. Product: [CH3:6][C:2]([O:7][C:8]1[CH:13]=[CH:12][C:11]([C:14]2[CH:19]=[CH:18][CH:17]=[CH:16][N:15]=2)=[CH:10][CH:9]=1)([CH3:1])[C:3]([N:48]1[CH2:52][CH2:51][C:50]2([C:56]3[CH:57]=[CH:58][CH:59]=[CH:60][C:55]=3[C:54](=[O:61])[O:53]2)[CH2:49]1)=[O:5]. The catalyst class is: 3. (6) Reactant: [NH2:1][C:2]1[CH:11]=[CH:10][CH:9]=[C:8]2[C:3]=1[CH:4]=[CH:5][O:6][C:7]2=[O:12].CN1CCOCC1.[C:20]12([CH2:30][C:31](Cl)=[O:32])[CH2:29][CH:24]3[CH2:25][CH:26]([CH2:28][CH:22]([CH2:23]3)[CH2:21]1)[CH2:27]2. Product: [C:20]12([CH2:30][C:31]([NH:1][C:2]3[CH:11]=[CH:10][CH:9]=[C:8]4[C:3]=3[CH:4]=[CH:5][O:6][C:7]4=[O:12])=[O:32])[CH2:27][CH:26]3[CH2:25][CH:24]([CH2:23][CH:22]([CH2:28]3)[CH2:21]1)[CH2:29]2. The catalyst class is: 12. (7) Reactant: [Cl:1][C:2]1[CH:10]=[CH:9][C:5]([C:6](Cl)=[O:7])=[CH:4][CH:3]=1.[N:11]([CH2:14][C:15]([O:17][CH3:18])=[O:16])=[C:12]=O.C(N(CC)CC)C. Product: [Cl:1][C:2]1[CH:10]=[CH:9][C:5]([C:6]2[O:7][CH:12]=[N:11][C:14]=2[C:15]([O:17][CH3:18])=[O:16])=[CH:4][CH:3]=1. The catalyst class is: 1. (8) Reactant: C([O-])=O.[NH4+].[CH:5]([NH:8][C:9]([C:11]1[C:19]2[C:14](=[N:15][CH:16]=[C:17]([C:20]3[C:28]4[C:23](=[CH:24][C:25]([F:29])=[CH:26][CH:27]=4)[N:22]([CH:30]4[CH2:33][N:32](C(C5C=CC=CC=5)C5C=CC=CC=5)[CH2:31]4)[N:21]=3)[N:18]=2)[N:13]([CH2:47][O:48][CH2:49][CH2:50][Si:51]([CH3:54])([CH3:53])[CH3:52])[CH:12]=1)=[O:10])([CH3:7])[CH3:6]. Product: [CH:5]([NH:8][C:9]([C:11]1[C:19]2[C:14](=[N:15][CH:16]=[C:17]([C:20]3[C:28]4[C:23](=[CH:24][C:25]([F:29])=[CH:26][CH:27]=4)[N:22]([CH:30]4[CH2:33][NH:32][CH2:31]4)[N:21]=3)[N:18]=2)[N:13]([CH2:47][O:48][CH2:49][CH2:50][Si:51]([CH3:53])([CH3:52])[CH3:54])[CH:12]=1)=[O:10])([CH3:7])[CH3:6]. The catalyst class is: 403.